This data is from Full USPTO retrosynthesis dataset with 1.9M reactions from patents (1976-2016). The task is: Predict the reactants needed to synthesize the given product. (1) The reactants are: [Cl:1][C:2]1[CH:15]=[CH:14][C:13]2[S:12][C:11]3[C:6](=[CH:7][CH:8]=[CH:9][CH:10]=3)[NH:5][C:4]=2[CH:3]=1.[O:16]=[C:17]([Cl:23])OC(Cl)(Cl)Cl. Given the product [C:17]([Cl:23])(=[O:16])[NH2:5].[Cl:1][C:2]1[CH:15]=[CH:14][C:13]2[S:12][C:11]3[C:6](=[CH:7][CH:8]=[CH:9][CH:10]=3)[NH:5][C:4]=2[CH:3]=1, predict the reactants needed to synthesize it. (2) Given the product [CH2:8]([O:7][C:5]([C:4]1[CH:3]=[C:2]([NH:1][CH2:14][C:15]2[CH:16]=[CH:17][C:18]([C:21](=[O:26])[C:22]([O:24][CH3:25])=[O:23])=[CH:19][CH:20]=2)[CH:12]=[CH:11][CH:10]=1)=[O:6])[CH3:9], predict the reactants needed to synthesize it. The reactants are: [NH2:1][C:2]1[CH:3]=[C:4]([CH:10]=[CH:11][CH:12]=1)[C:5]([O:7][CH2:8][CH3:9])=[O:6].Br[CH2:14][C:15]1[CH:20]=[CH:19][C:18]([C:21](=[O:26])[C:22]([O:24][CH3:25])=[O:23])=[CH:17][CH:16]=1.C(N(C(C)C)CC)(C)C.C1(C)C=CC=CC=1.